This data is from Full USPTO retrosynthesis dataset with 1.9M reactions from patents (1976-2016). The task is: Predict the reactants needed to synthesize the given product. Given the product [NH2:15][C@@H:13]1[CH2:14][C@H:9]([NH2:8])[CH2:10][N:11]([C:23]2[C:32]([N:33]3[CH2:34][C@@H:35]([NH2:47])[CH2:36][C@@H:37]([NH2:39])[CH2:38]3)=[N:31][C:30]3[C:25](=[CH:26][CH:27]=[C:28]([NH2:55])[CH:29]=3)[N:24]=2)[CH2:12]1, predict the reactants needed to synthesize it. The reactants are: C(OC([NH:8][C@@H:9]1[CH2:14][C@H:13]([NH:15]C(OC(C)(C)C)=O)[CH2:12][N:11]([C:23]2[C:32]([N:33]3[CH2:38][C@@H:37]([NH:39]C(OC(C)(C)C)=O)[CH2:36][C@@H:35]([NH:47]C(OC(C)(C)C)=O)[CH2:34]3)=[N:31][C:30]3[C:25](=[CH:26][CH:27]=[C:28]([N+:55]([O-])=O)[CH:29]=3)[N:24]=2)[CH2:10]1)=O)(C)(C)C.Cl.